Dataset: Full USPTO retrosynthesis dataset with 1.9M reactions from patents (1976-2016). Task: Predict the reactants needed to synthesize the given product. Given the product [CH:1]1([C:4]2[C:5]3[NH:14][C:15](=[S:29])[N:16]([C:17]4[CH:22]=[CH:21][C:20]([O:23][CH2:24][C:25]([F:28])([F:27])[F:26])=[CH:19][CH:18]=4)[C:9](=[O:10])[C:6]=3[NH:7][CH:8]=2)[CH2:2][CH2:3]1, predict the reactants needed to synthesize it. The reactants are: [CH:1]1([C:4]2[C:5]([NH:14][C:15](=[S:29])[NH:16][C:17]3[CH:22]=[CH:21][C:20]([O:23][CH2:24][C:25]([F:28])([F:27])[F:26])=[CH:19][CH:18]=3)=[C:6]([C:9](OCC)=[O:10])[NH:7][CH:8]=2)[CH2:3][CH2:2]1.[O-]CC.[Na+].C(O)C.Cl.